Regression/Classification. Given a drug SMILES string, predict its toxicity properties. Task type varies by dataset: regression for continuous values (e.g., LD50, hERG inhibition percentage) or binary classification for toxic/non-toxic outcomes (e.g., AMES mutagenicity, cardiotoxicity, hepatotoxicity). Dataset: herg_karim. From a dataset of hERG potassium channel inhibition data for cardiac toxicity prediction from Karim et al.. (1) The drug is CCc1cccc2c(-c3nc(CN4CCCC4)cs3)cn(CC3CCOCC3)c12. The result is 1 (blocker). (2) The drug is Cc1cc2nc(CC3CCCNC3)n(Cc3ccc(Cl)cc3)c2cc1C. The result is 1 (blocker).